From a dataset of Full USPTO retrosynthesis dataset with 1.9M reactions from patents (1976-2016). Predict the reactants needed to synthesize the given product. Given the product [Br:10][C:11]1[CH:12]=[CH:13][C:14]2[C:15]3[S:24][C:23]([CH2:25][CH2:26][CH3:27])=[N:22][C:16]=3[C:6]([NH:5][C:3](=[O:4])[C:2]([Cl:9])([Cl:8])[Cl:1])=[N:18][C:19]=2[CH:20]=1, predict the reactants needed to synthesize it. The reactants are: [Cl:1][C:2]([Cl:9])([Cl:8])[C:3]([N:5]=[C:6]=O)=[O:4].[Br:10][C:11]1[CH:12]=[CH:13][C:14]2[C:15]3[S:24][C:23]([CH2:25][CH2:26][CH3:27])=[N:22][C:16]=3C=[N+:18]([O-])[C:19]=2[CH:20]=1.